Dataset: Reaction yield outcomes from USPTO patents with 853,638 reactions. Task: Predict the reaction yield, written as a fraction of the theoretical maximum amount of product (1.0 means a 100% yield; for example, 0.34 means a 34% yield). The reactants are Br[C:2]1([F:20])[CH:19]=[CH:18][C:5]([C:6]([NH:8][CH:9]2[CH2:17][C:16]3[C:11](=[CH:12][CH:13]=[CH:14][CH:15]=3)[CH2:10]2)=[O:7])=[CH:4][CH2:3]1.[F:21][C:22]1[CH:29]=[CH:28][C:25]([CH:26]=[CH2:27])=[CH:24][CH:23]=1.Cl. The catalyst is C(N(CC)CC)C.C([O-])(=O)C.[Pd+2].C([O-])(=O)C.C1(C)C=CC=CC=1P(C1C=CC=CC=1C)C1C=CC=CC=1C. The product is [F:20][C:2]1[CH:19]=[CH:18][C:5]([C:6]([NH:8][CH:9]2[CH2:17][C:16]3[C:11](=[CH:12][CH:13]=[CH:14][C:15]=3[CH:27]=[CH:26][C:25]3[CH:28]=[CH:29][C:22]([F:21])=[CH:23][CH:24]=3)[CH2:10]2)=[O:7])=[CH:4][CH:3]=1. The yield is 0.900.